From a dataset of Full USPTO retrosynthesis dataset with 1.9M reactions from patents (1976-2016). Predict the reactants needed to synthesize the given product. (1) The reactants are: [O:1]=[C:2]1[CH2:6][CH2:5][N:4]([C:7]([O:9][CH2:10][C:11]2[CH:16]=[CH:15][CH:14]=[CH:13][CH:12]=2)=[O:8])[CH2:3]1.[CH2:17](O)[CH2:18][OH:19]. Given the product [O:19]1[C:2]2([CH2:6][CH2:5][N:4]([C:7]([O:9][CH2:10][C:11]3[CH:16]=[CH:15][CH:14]=[CH:13][CH:12]=3)=[O:8])[CH2:3]2)[O:1][CH2:17][CH2:18]1, predict the reactants needed to synthesize it. (2) Given the product [NH2:17][C:6]1[CH:7]=[C:8]([CH2:15][OH:16])[C:9]([C:11]([F:12])([F:13])[F:14])=[CH:10][C:5]=1[C:4]([O:3][CH2:1][CH3:2])=[O:18], predict the reactants needed to synthesize it. The reactants are: [CH2:1]([O:3][C:4](=[O:18])[C:5]1[CH:10]=[C:9]([C:11]([F:14])([F:13])[F:12])[C:8]([CH:15]=[O:16])=[CH:7][C:6]=1[NH2:17])[CH3:2]. (3) Given the product [Br:13][C:6]1[CH:7]=[C:2]([Br:1])[C:3]2[N:4]([CH:9]=[CH:10][N:11]=2)[N:5]=1, predict the reactants needed to synthesize it. The reactants are: [Br:1][C:2]1[C:3]2[N:4]([C:9](I)=[CH:10][N:11]=2)[N:5]=[C:6](Cl)[CH:7]=1.[BrH:13]. (4) The reactants are: [F:1][C:2]1[CH:3]=[C:4]([CH:14]=[CH:15][C:16]=1[N+:17]([O-])=O)[O:5][CH2:6][CH2:7][N:8]1[CH2:13][CH2:12][O:11][CH2:10][CH2:9]1.[H][H]. Given the product [F:1][C:2]1[CH:3]=[C:4]([O:5][CH2:6][CH2:7][N:8]2[CH2:13][CH2:12][O:11][CH2:10][CH2:9]2)[CH:14]=[CH:15][C:16]=1[NH2:17], predict the reactants needed to synthesize it. (5) Given the product [OH:10][C:8]1[C:5]2[CH2:6][CH2:7][C:2]([CH3:1])([CH3:13])[CH2:3][C:4]=2[C:16]([C:14]#[N:15])=[C:17]([OH:18])[N:19]=1, predict the reactants needed to synthesize it. The reactants are: [CH3:1][C:2]1([CH3:13])[CH2:7][CH2:6][CH:5]([C:8]([O:10]C)=O)[C:4](=O)[CH2:3]1.[C:14]([CH2:16][C:17]([NH2:19])=[O:18])#[N:15].[OH-].[K+]. (6) Given the product [I:13][C:10]1[CH:11]=[CH:12][N:8]([C:6]2[CH:7]=[C:2]([O:23][CH3:22])[N:3]=[N:4][CH:5]=2)[N:9]=1, predict the reactants needed to synthesize it. The reactants are: Cl[C:2]1[N:3]=[N:4][CH:5]=[C:6]([N:8]2[CH:12]=[CH:11][C:10]([I:13])=[N:9]2)[CH:7]=1.OS(C(F)(F)F)(=O)=O.[CH3:22][OH:23].